From a dataset of Full USPTO retrosynthesis dataset with 1.9M reactions from patents (1976-2016). Predict the reactants needed to synthesize the given product. (1) Given the product [F:1][C:2]([F:7])([F:6])[C:3]([OH:5])=[O:4].[CH:38]1([N:33]2[C:34]3[C:29](=[CH:28][C:27]([F:45])=[C:26]([N:23]4[CH2:24][CH2:25][C:20](=[CH:18][CH2:17][NH:15][CH3:8])[CH2:21][CH2:22]4)[C:35]=3[O:36][CH3:37])[C:30](=[O:44])[C:31]([C:41]([OH:43])=[O:42])=[CH:32]2)[CH2:39][CH2:40]1, predict the reactants needed to synthesize it. The reactants are: [F:1][C:2]([F:7])([F:6])[C:3]([OH:5])=[O:4].[CH2:8]([N:15]([CH2:17][C:18](=[C:20]1[CH2:25][CH2:24][N:23]([C:26]2[C:35]([O:36][CH3:37])=[C:34]3[C:29]([C:30](=[O:44])[C:31]([C:41]([OH:43])=[O:42])=[CH:32][N:33]3[CH:38]3[CH2:40][CH2:39]3)=[CH:28][C:27]=2[F:45])[CH2:22][CH2:21]1)Cl)C)C1C=CC=CC=1. (2) Given the product [CH3:27][N:25]1[CH:26]=[C:22]([N:21]2[C:12]3[C:11]4[CH:10]=[C:9]([C:5]5[CH:4]=[C:3]([CH2:2][NH:1][C:40](=[O:42])[CH3:41])[CH:8]=[N:7][CH:6]=5)[CH:18]=[CH:17][C:16]=4[N:15]=[CH:14][C:13]=3[N:19]([CH3:30])[C:20]2=[O:29])[C:23]([CH3:28])=[N:24]1, predict the reactants needed to synthesize it. The reactants are: [NH2:1][CH2:2][C:3]1[CH:4]=[C:5]([C:9]2[CH:18]=[CH:17][C:16]3[N:15]=[CH:14][C:13]4[N:19]([CH3:30])[C:20](=[O:29])[N:21]([C:22]5[C:23]([CH3:28])=[N:24][N:25]([CH3:27])[CH:26]=5)[C:12]=4[C:11]=3[CH:10]=2)[CH:6]=[N:7][CH:8]=1.CCN(C(C)C)C(C)C.[C:40](Cl)(=[O:42])[CH3:41]. (3) Given the product [NH2:7][C:8]1[CH:13]=[C:12]([CH:11]=[C:10]([C:16]([N:18]2[CH2:22][CH:21]([N:23]3[CH2:24][CH2:25][N:26]([CH3:29])[CH2:27][CH2:28]3)[CH:20]([O:30][Si:31]([C:34]([CH3:37])([CH3:36])[CH3:35])([CH3:33])[CH3:32])[CH2:19]2)=[O:17])[C:9]=1[Cl:38])[C:14]#[N:15], predict the reactants needed to synthesize it. The reactants are: C(OC(=O)[NH:7][C:8]1[CH:13]=[C:12]([C:14]#[N:15])[CH:11]=[C:10]([C:16]([N:18]2[CH2:22][CH:21]([N:23]3[CH2:28][CH2:27][N:26]([CH3:29])[CH2:25][CH2:24]3)[CH:20]([O:30][Si:31]([C:34]([CH3:37])([CH3:36])[CH3:35])([CH3:33])[CH3:32])[CH2:19]2)=[O:17])[C:9]=1[Cl:38])(C)(C)C.C(O)(C(F)(F)F)=O. (4) The reactants are: [Cl:1][C:2]1[CH:7]=[CH:6][C:5]([OH:8])=[C:4]([C:9]2[CH:13]=[CH:12][NH:11][N:10]=2)[CH:3]=1.C([O-])([O-])=O.[K+].[K+].[CH2:20](Br)[C:21]1[CH:26]=[CH:25][CH:24]=[CH:23][CH:22]=1. Given the product [CH2:20]([O:8][C:5]1[CH:6]=[CH:7][C:2]([Cl:1])=[CH:3][C:4]=1[C:9]1[CH:13]=[CH:12][NH:11][N:10]=1)[C:21]1[CH:26]=[CH:25][CH:24]=[CH:23][CH:22]=1, predict the reactants needed to synthesize it. (5) Given the product [Cl:1][C:2]1[CH:28]=[CH:27][C:5]2[N:6]3[C:10]([CH2:11][N:12]([CH2:38][CH2:37][O:36][CH3:35])[CH2:13][C:4]=2[CH:3]=1)=[N:9][N:8]=[C:7]3[C@H:14]1[CH2:19][CH2:18][C@H:17]([C:20]2[C:25]([F:26])=[CH:24][CH:23]=[CH:22][N:21]=2)[CH2:16][CH2:15]1, predict the reactants needed to synthesize it. The reactants are: [Cl:1][C:2]1[CH:28]=[CH:27][C:5]2[N:6]3[C:10]([CH2:11][NH:12][CH2:13][C:4]=2[CH:3]=1)=[N:9][N:8]=[C:7]3[C@H:14]1[CH2:19][CH2:18][C@H:17]([C:20]2[C:25]([F:26])=[CH:24][CH:23]=[CH:22][N:21]=2)[CH2:16][CH2:15]1.C(=O)([O-])[O-].[Cs+].[Cs+].[CH3:35][O:36][CH2:37][CH2:38]Br. (6) Given the product [CH3:10][O:11][C:12]1[CH:17]=[CH:16][C:15]([CH2:18][NH:19][C:2]2[C:3]([C:8]#[N:9])=[N:4][CH:5]=[CH:6][N:7]=2)=[CH:14][CH:13]=1, predict the reactants needed to synthesize it. The reactants are: Cl[C:2]1[C:3]([C:8]#[N:9])=[N:4][CH:5]=[CH:6][N:7]=1.[CH3:10][O:11][C:12]1[CH:17]=[CH:16][C:15]([CH2:18][NH2:19])=[CH:14][CH:13]=1.C(N(CC)C(C)C)(C)C.